Dataset: Forward reaction prediction with 1.9M reactions from USPTO patents (1976-2016). Task: Predict the product of the given reaction. (1) Given the reactants C([O:4][CH2:5][CH2:6][C:7]1[S:8][C:9]([S:13]([NH:16][C:17](=[O:30])[NH:18][C:19]2[S:20][C:21]3[C:26]([N:27]=2)=[CH:25][CH:24]=[C:23]([O:28][CH3:29])[N:22]=3)(=[O:15])=[O:14])=[CH:10][C:11]=1[CH3:12])(=O)C.[Li+].[OH-], predict the reaction product. The product is: [OH:4][CH2:5][CH2:6][C:7]1[S:8][C:9]([S:13]([NH:16][C:17](=[O:30])[NH:18][C:19]2[S:20][C:21]3[C:26]([N:27]=2)=[CH:25][CH:24]=[C:23]([O:28][CH3:29])[N:22]=3)(=[O:15])=[O:14])=[CH:10][C:11]=1[CH3:12]. (2) The product is: [CH:1]1([CH2:7][CH2:8][O:9][C:10]2[CH:11]=[C:12]([CH:15]=[CH:16][CH:17]=2)[CH2:13][N:29]2[CH2:28][CH2:27][N:26]([C:24]([O:23][C:19]([CH3:22])([CH3:21])[CH3:20])=[O:25])[CH2:31][CH2:30]2)[CH2:6][CH2:5][CH2:4][CH2:3][CH2:2]1. Given the reactants [CH:1]1([CH2:7][CH2:8][O:9][C:10]2[CH:11]=[C:12]([CH:15]=[CH:16][CH:17]=2)[CH:13]=O)[CH2:6][CH2:5][CH2:4][CH2:3][CH2:2]1.Cl.[C:19]([O:23][C:24]([N:26]1[CH2:31][CH2:30][NH:29][CH2:28][CH2:27]1)=[O:25])([CH3:22])([CH3:21])[CH3:20].[BH-](OC(C)=O)(OC(C)=O)OC(C)=O.[Na+].[OH-].[Na+], predict the reaction product. (3) Given the reactants [CH:1]([O:4][C:5]1[CH:13]=[CH:12][C:11]([S:14]([CH3:17])(=[O:16])=[O:15])=[CH:10][C:6]=1[C:7]([OH:9])=O)([CH3:3])[CH3:2].[CH3:18][C:19]1[S:23][C:22]([N:24]2[CH2:29][CH2:28][NH:27][CH2:26][CH2:25]2)=[N:21][CH:20]=1, predict the reaction product. The product is: [CH:1]([O:4][C:5]1[CH:13]=[CH:12][C:11]([S:14]([CH3:17])(=[O:16])=[O:15])=[CH:10][C:6]=1[C:7]([N:27]1[CH2:28][CH2:29][N:24]([C:22]2[S:23][C:19]([CH3:18])=[CH:20][N:21]=2)[CH2:25][CH2:26]1)=[O:9])([CH3:2])[CH3:3]. (4) Given the reactants [CH3:1][C:2]1[O:6][C:5]([C:7]2[CH:16]=[CH:15][C:10]([C:11]([O:13]C)=[O:12])=[CH:9][CH:8]=2)=[N:4][C:3]=1[CH2:17][S:18]([C:21]1[CH:26]=[CH:25][C:24]([CH2:27][CH2:28][N:29]2[CH2:34][CH2:33][O:32][CH2:31][CH2:30]2)=[CH:23][CH:22]=1)(=[O:20])=[O:19].[ClH:35], predict the reaction product. The product is: [ClH:35].[CH3:1][C:2]1[O:6][C:5]([C:7]2[CH:16]=[CH:15][C:10]([C:11]([OH:13])=[O:12])=[CH:9][CH:8]=2)=[N:4][C:3]=1[CH2:17][S:18]([C:21]1[CH:26]=[CH:25][C:24]([CH2:27][CH2:28][N:29]2[CH2:34][CH2:33][O:32][CH2:31][CH2:30]2)=[CH:23][CH:22]=1)(=[O:19])=[O:20].